Dataset: Reaction yield outcomes from USPTO patents with 853,638 reactions. Task: Predict the reaction yield, written as a fraction of the theoretical maximum amount of product (1.0 means a 100% yield; for example, 0.34 means a 34% yield). (1) The reactants are Br[C:2]1[S:6][C:5]([CH2:7][C:8]2[CH:13]=[CH:12][C:11]([CH2:14][CH2:15][CH3:16])=[CH:10][CH:9]=2)=[C:4]([CH3:17])[CH:3]=1.[I-:18].[Na+].CNCCNC. The catalyst is O1CCOCC1.[Cu]I. The product is [I:18][C:2]1[S:6][C:5]([CH2:7][C:8]2[CH:13]=[CH:12][C:11]([CH2:14][CH2:15][CH3:16])=[CH:10][CH:9]=2)=[C:4]([CH3:17])[CH:3]=1. The yield is 0.960. (2) The reactants are [C:1]([NH:4][CH:5]([C:11]([O:13][CH2:14][CH3:15])=[O:12])[C:6]([O:8][CH2:9][CH3:10])=[O:7])(=[O:3])[CH3:2].[H-].[Na+].C(O)C.Br[CH2:22][C:23]1[C:36]2[C:37]3=[C:38]4[C:33](=[CH:34][CH:35]=2)[CH:32]=[CH:31][CH:30]=[C:29]4[CH:28]=[CH:27][C:26]3=[CH:25][CH:24]=1. The catalyst is C1COCC1. The product is [CH2:9]([O:8][C:6](=[O:7])[C:5]([CH2:22][C:23]1[C:36]2[C:37]3=[C:38]4[C:33](=[CH:34][CH:35]=2)[CH:32]=[CH:31][CH:30]=[C:29]4[CH:28]=[CH:27][C:26]3=[CH:25][CH:24]=1)([NH:4][C:1](=[O:3])[CH3:2])[C:11]([O:13][CH2:14][CH3:15])=[O:12])[CH3:10]. The yield is 0.831. (3) The reactants are [NH2:1][C:2]1[CH:3]=[C:4]([CH:7]=[CH:8][CH:9]=1)[CH2:5][NH2:6].Cl[C:11]([O:13][CH2:14][C:15]1[CH:20]=[CH:19][CH:18]=[CH:17][CH:16]=1)=[O:12]. The catalyst is C1COCC1. The product is [CH2:14]([O:13][C:11](=[O:12])[NH:6][CH2:5][C:4]1[CH:7]=[CH:8][CH:9]=[C:2]([NH2:1])[CH:3]=1)[C:15]1[CH:20]=[CH:19][CH:18]=[CH:17][CH:16]=1. The yield is 0.710.